Dataset: Full USPTO retrosynthesis dataset with 1.9M reactions from patents (1976-2016). Task: Predict the reactants needed to synthesize the given product. Given the product [C:23]([C:20]1[CH:21]=[C:22]2[C:17](=[CH:18][CH:19]=1)[N:16]([S:25]([C:28]1[CH:29]=[CH:30][C:31]([O:34][CH3:35])=[CH:32][CH:33]=1)(=[O:27])=[O:26])[C:15](=[O:36])[C@@:14]2([NH:13][C:60]([CH:58]1[CH2:57][C:55]2([CH2:56][N:53]([C:51]([O:50][C:46]([CH3:48])([CH3:47])[CH3:49])=[O:52])[CH2:54]2)[CH2:59]1)=[O:61])[C:37]1[C:38]([O:43][CH2:44][CH3:45])=[N:39][CH:40]=[CH:41][CH:42]=1)#[N:24], predict the reactants needed to synthesize it. The reactants are: Cl.C(N=C=NCCCN(C)C)C.[NH2:13][C@:14]1([C:37]2[C:38]([O:43][CH2:44][CH3:45])=[N:39][CH:40]=[CH:41][CH:42]=2)[C:22]2[C:17](=[CH:18][CH:19]=[C:20]([C:23]#[N:24])[CH:21]=2)[N:16]([S:25]([C:28]2[CH:33]=[CH:32][C:31]([O:34][CH3:35])=[CH:30][CH:29]=2)(=[O:27])=[O:26])[C:15]1=[O:36].[C:46]([O:50][C:51]([N:53]1[CH2:56][C:55]2([CH2:59][CH:58]([C:60](O)=[O:61])[CH2:57]2)[CH2:54]1)=[O:52])([CH3:49])([CH3:48])[CH3:47].CO.C(Cl)Cl.